Dataset: Forward reaction prediction with 1.9M reactions from USPTO patents (1976-2016). Task: Predict the product of the given reaction. (1) Given the reactants Br[C:2]1[CH:3]=[C:4]([S:8]([NH:11][C:12]2[CH:21]=[CH:20][C:15]([C:16]([O:18][CH3:19])=[O:17])=[C:14]([OH:22])[CH:13]=2)(=[O:10])=[O:9])[CH:5]=[CH:6][CH:7]=1.CC1(C)C(C)(C)OB([C:31]2[CH:36]=[CH:35][CH:34]=[CH:33][C:32]=2[OH:37])O1.CCN(C(C)C)C(C)C.C(Cl)Cl.C(O)(C(F)(F)F)=O, predict the reaction product. The product is: [OH:22][C:14]1[CH:13]=[C:12]([NH:11][S:8]([C:4]2[CH:3]=[C:2]([C:31]3[CH:36]=[CH:35][CH:34]=[CH:33][C:32]=3[OH:37])[CH:7]=[CH:6][CH:5]=2)(=[O:10])=[O:9])[CH:21]=[CH:20][C:15]=1[C:16]([O:18][CH3:19])=[O:17]. (2) Given the reactants [Br:1][C:2]1[CH:9]=[CH:8][C:5]([CH:6]=O)=[CH:4][CH:3]=1.[NH2:10][N:11]([CH3:15])[C:12]([NH2:14])=[O:13].CC(O)=O.O, predict the reaction product. The product is: [Br:1][C:2]1[CH:9]=[CH:8][C:5](/[CH:6]=[N:10]/[N:11]([CH3:15])[C:12]([NH2:14])=[O:13])=[CH:4][CH:3]=1. (3) The product is: [C:8]([C:5]1[N:6]=[CH:7][C:2]([NH:1][S:17]([CH3:16])(=[O:19])=[O:18])=[CH:3][CH:4]=1)#[N:9]. Given the reactants [NH2:1][C:2]1[CH:3]=[CH:4][C:5]([C:8]#[N:9])=[N:6][CH:7]=1.N1C=CC=CC=1.[CH3:16][S:17](Cl)(=[O:19])=[O:18], predict the reaction product.